Dataset: Catalyst prediction with 721,799 reactions and 888 catalyst types from USPTO. Task: Predict which catalyst facilitates the given reaction. (1) Reactant: [Cl:1][C:2]1[CH:7]=[C:6](I)[CH:5]=[C:4]([C:9]([F:12])([F:11])[F:10])[N:3]=1.C([Li])CCC.[O:18]1[CH2:22][CH2:21]OS1(=O)=O.Cl.O.[OH-].[Na+]. Product: [Cl:1][C:2]1[CH:7]=[C:6]([CH2:21][CH2:22][OH:18])[CH:5]=[C:4]([C:9]([F:12])([F:11])[F:10])[N:3]=1. The catalyst class is: 334. (2) Product: [CH3:18][O:16][C:15](=[O:17])[CH2:14][C:11]1[CH:10]=[CH:9][C:8]([C:6]([O:5][C:1]([CH3:4])([CH3:2])[CH3:3])=[O:7])=[CH:13][CH:12]=1. The catalyst class is: 79. Reactant: [C:1]([O:5][C:6]([C:8]1[CH:13]=[CH:12][C:11]([CH2:14][C:15]([OH:17])=[O:16])=[CH:10][CH:9]=1)=[O:7])([CH3:4])([CH3:3])[CH3:2].[CH3:18]CN=C=NCCCN(C)C.CO. (3) Reactant: [O-][CH2:2][CH3:3].[Na+].[CH:5]12[CH2:10][CH:9]1[CH2:8][N:7]([C:11](=[O:25])[CH2:12][C:13]1[S:14][CH:15]=[C:16]([C:18]3[CH:23]=[CH:22][C:21]([Cl:24])=[CH:20][CH:19]=3)[N:17]=1)[CH2:6]2.BrCCBr. Product: [CH:5]12[CH2:10][CH:9]1[CH2:8][N:7]([C:11]([C:12]1([C:13]3[S:14][CH:15]=[C:16]([C:18]4[CH:23]=[CH:22][C:21]([Cl:24])=[CH:20][CH:19]=4)[N:17]=3)[CH2:3][CH2:2]1)=[O:25])[CH2:6]2. The catalyst class is: 3. (4) Reactant: [C:1]([O:5][C:6](=[O:14])N(CCCl)CCCl)([CH3:4])([CH3:3])[CH3:2].[Cl:15][C:16]1[CH:28]=[CH:27][C:19]([CH2:20][C:21]2[CH:26]=[CH:25][N:24]=[CH:23][CH:22]=2)=[CH:18][CH:17]=1.C[Si](C)(C)[N-][Si](C)(C)C.[Na+].CO. Product: [C:1]([O:5][C:6]([CH:23]1[CH2:22][C:20]([C:19]2[CH:27]=[CH:28][C:16]([Cl:15])=[CH:17][CH:18]=2)([C:21]2[CH:22]=[CH:23][N:24]=[CH:25][CH:26]=2)[CH2:26][CH2:25][NH:24]1)=[O:14])([CH3:2])([CH3:3])[CH3:4]. The catalyst class is: 11. (5) Reactant: [C:1]([C:5]1[CH:10]=[CH:9][C:8]([N:11]2[C:15](=[O:16])[C:14]([CH3:18])([CH3:17])[N:13]([CH2:19][C:20]3[CH:25]=[CH:24][N:23]4[O:26][C:27](=S)[N:28]=[C:22]4[CH:21]=3)[C:12]2=[O:30])=[CH:7][CH:6]=1)([CH3:4])([CH3:3])[CH3:2].[CH:31]1([NH2:35])[CH2:34][CH2:33][CH2:32]1. Product: [C:1]([C:5]1[CH:10]=[CH:9][C:8]([N:11]2[C:15](=[O:16])[C:14]([CH3:18])([CH3:17])[N:13]([CH2:19][C:20]3[CH:25]=[CH:24][N:23]=[C:22]([NH:28][C:27]([NH:35][CH:31]4[CH2:34][CH2:33][CH2:32]4)=[O:26])[CH:21]=3)[C:12]2=[O:30])=[CH:7][CH:6]=1)([CH3:4])([CH3:3])[CH3:2]. The catalyst class is: 12. (6) Reactant: [N+:1]([C:4]1[CH:5]=[N:6][C:7]2[C:12]([C:13]=1[NH:14][CH2:15][C:16]1([OH:22])[CH2:21][CH2:20][O:19][CH2:18][CH2:17]1)=[N:11][CH:10]=[CH:9][CH:8]=2)([O-])=O. Product: [NH2:1][C:4]1[CH:5]=[N:6][C:7]2[C:12]([C:13]=1[NH:14][CH2:15][C:16]1([OH:22])[CH2:21][CH2:20][O:19][CH2:18][CH2:17]1)=[N:11][CH:10]=[CH:9][CH:8]=2. The catalyst class is: 612.